Dataset: Full USPTO retrosynthesis dataset with 1.9M reactions from patents (1976-2016). Task: Predict the reactants needed to synthesize the given product. (1) Given the product [O:30]=[C:11]1[N:10]([C@H:8]([C:5]2[CH:6]=[CH:7][C:2]([C:32]3[CH:33]=[CH:34][CH:35]=[CH:36][N:31]=3)=[CH:3][CH:4]=2)[CH3:9])[CH2:15][CH2:14][C@:13]([CH2:22][CH2:23][CH2:24][NH:25][S:26]([CH3:29])(=[O:28])=[O:27])([C:16]2[CH:21]=[CH:20][CH:19]=[CH:18][CH:17]=2)[O:12]1, predict the reactants needed to synthesize it. The reactants are: Br[C:2]1[CH:7]=[CH:6][C:5]([C@@H:8]([N:10]2[CH2:15][CH2:14][C@:13]([CH2:22][CH2:23][CH2:24][NH:25][S:26]([CH3:29])(=[O:28])=[O:27])([C:16]3[CH:21]=[CH:20][CH:19]=[CH:18][CH:17]=3)[O:12][C:11]2=[O:30])[CH3:9])=[CH:4][CH:3]=1.[N:31]1[CH:36]=[CH:35][CH:34]=[CH:33][C:32]=1B(O)O. (2) Given the product [F:21][C:22]([F:33])([F:32])[C:23]([NH:20][C:14]1[C:13]2[C:17](=[CH:18][CH:19]=[C:11]([S:8]([C:4]3[CH:5]=[CH:6][CH:7]=[C:2]([F:1])[CH:3]=3)(=[O:10])=[O:9])[CH:12]=2)[NH:16][N:15]=1)=[O:24], predict the reactants needed to synthesize it. The reactants are: [F:1][C:2]1[CH:3]=[C:4]([S:8]([C:11]2[CH:12]=[C:13]3[C:17](=[CH:18][CH:19]=2)[NH:16][N:15]=[C:14]3[NH2:20])(=[O:10])=[O:9])[CH:5]=[CH:6][CH:7]=1.[F:21][C:22]([F:33])([F:32])[C:23](O[C:23](=[O:24])[C:22]([F:33])([F:32])[F:21])=[O:24]. (3) Given the product [NH2:1][C:2]1[C:21]([Cl:22])=[CH:9][C:8]([Br:12])=[CH:7][C:3]=1[C:4]([OH:6])=[O:5], predict the reactants needed to synthesize it. The reactants are: [NH2:1][C:2]1C(F)=[CH:9][CH:8]=[CH:7][C:3]=1[C:4]([OH:6])=[O:5].[Br:12]N1C(=O)CCC1=O.Cl[CH2:21][Cl:22]. (4) Given the product [ClH:28].[O:20]([C:17]1[CH:18]=[CH:19][C:14]([N:11]2[CH2:12][CH2:13][CH:8]([NH2:7])[CH2:9][CH2:10]2)=[CH:15][CH:16]=1)[C:21]1[CH:26]=[CH:25][CH:24]=[CH:23][CH:22]=1, predict the reactants needed to synthesize it. The reactants are: C(OC(=O)[NH:7][CH:8]1[CH2:13][CH2:12][N:11]([C:14]2[CH:19]=[CH:18][C:17]([O:20][C:21]3[CH:26]=[CH:25][CH:24]=[CH:23][CH:22]=3)=[CH:16][CH:15]=2)[CH2:10][CH2:9]1)(C)(C)C.[ClH:28]. (5) Given the product [CH:32]([N:28]1[C:27]([C:21]2[N:20]=[C:19]3[N:23]([CH2:24][CH2:25][O:26][C:17]4[CH:16]=[CH:15][C:14]([S:13][CH:10]5[CH2:9][CH2:8][N:7]([C:4]([CH3:6])([CH3:5])[CH2:3][OH:2])[CH2:12][CH2:11]5)=[CH:35][C:18]=43)[CH:22]=2)=[N:31][CH:30]=[N:29]1)([CH3:34])[CH3:33], predict the reactants needed to synthesize it. The reactants are: C[O:2][C:3](=O)[C:4]([N:7]1[CH2:12][CH2:11][CH:10]([S:13][C:14]2[CH:15]=[CH:16][C:17]3[O:26][CH2:25][CH2:24][N:23]4[C:19](=[N:20][C:21]([C:27]5[N:28]([CH:32]([CH3:34])[CH3:33])[N:29]=[CH:30][N:31]=5)=[CH:22]4)[C:18]=3[CH:35]=2)[CH2:9][CH2:8]1)([CH3:6])[CH3:5].[H-].[H-].[H-].[H-].[Li+].[Al+3].CCOC(C)=O. (6) Given the product [C:37]([OH:39])([C:36]([F:41])([F:40])[F:35])=[O:38].[NH2:15][C@H:10]1[CH2:11][CH2:12][CH2:13][CH2:14][C@H:9]1[NH:8][C:7]1[N:6]=[C:5]([NH:23][C:24]2[CH:25]=[C:26]([CH3:30])[CH:27]=[CH:28][CH:29]=2)[C:4]2[C:31](=[O:34])[NH:32][CH2:33][C:3]=2[C:2]=1[Cl:1], predict the reactants needed to synthesize it. The reactants are: [Cl:1][C:2]1[C:3]2[CH2:33][NH:32][C:31](=[O:34])[C:4]=2[C:5]([NH:23][C:24]2[CH:25]=[C:26]([CH3:30])[CH:27]=[CH:28][CH:29]=2)=[N:6][C:7]=1[NH:8][C@@H:9]1[CH2:14][CH2:13][CH2:12][CH2:11][C@@H:10]1[NH:15]C(=O)OC(C)(C)C.[F:35][C:36]([F:41])([F:40])[C:37]([OH:39])=[O:38].